Task: Regression/Classification. Given a drug SMILES string, predict its absorption, distribution, metabolism, or excretion properties. Task type varies by dataset: regression for continuous measurements (e.g., permeability, clearance, half-life) or binary classification for categorical outcomes (e.g., BBB penetration, CYP inhibition). Dataset: rlm.. Dataset: Rat liver microsome stability data The molecule is O=C(N[C@H](c1ncccn1)C1CCCC1)c1ccc2n[nH]c(-c3ccc(N4[C@H]5CC[C@H]4CC(O)C5)cc3)c2c1. The result is 0 (unstable in rat liver microsomes).